From a dataset of NCI-60 drug combinations with 297,098 pairs across 59 cell lines. Regression. Given two drug SMILES strings and cell line genomic features, predict the synergy score measuring deviation from expected non-interaction effect. (1) Drug 1: C1C(C(OC1N2C=NC3=C(N=C(N=C32)Cl)N)CO)O. Drug 2: CN(CCCl)CCCl.Cl. Cell line: SF-295. Synergy scores: CSS=18.7, Synergy_ZIP=-5.23, Synergy_Bliss=-5.03, Synergy_Loewe=-3.17, Synergy_HSA=-1.96. (2) Drug 1: CC(C)(C#N)C1=CC(=CC(=C1)CN2C=NC=N2)C(C)(C)C#N. Drug 2: CC1=C(C=C(C=C1)C(=O)NC2=CC(=CC(=C2)C(F)(F)F)N3C=C(N=C3)C)NC4=NC=CC(=N4)C5=CN=CC=C5. Cell line: SK-MEL-28. Synergy scores: CSS=2.80, Synergy_ZIP=-1.89, Synergy_Bliss=-2.24, Synergy_Loewe=-1.95, Synergy_HSA=-1.38. (3) Drug 1: CC1=C(C(CCC1)(C)C)C=CC(=CC=CC(=CC(=O)O)C)C. Drug 2: COC1=C2C(=CC3=C1OC=C3)C=CC(=O)O2. Cell line: SF-539. Synergy scores: CSS=12.0, Synergy_ZIP=0.345, Synergy_Bliss=6.81, Synergy_Loewe=-4.99, Synergy_HSA=3.18. (4) Drug 1: C1C(C(OC1N2C=C(C(=O)NC2=O)F)CO)O. Drug 2: CCC1=C2CN3C(=CC4=C(C3=O)COC(=O)C4(CC)O)C2=NC5=C1C=C(C=C5)O. Cell line: EKVX. Synergy scores: CSS=-1.02, Synergy_ZIP=0.504, Synergy_Bliss=-2.77, Synergy_Loewe=-21.4, Synergy_HSA=-7.52.